Dataset: Reaction yield outcomes from USPTO patents with 853,638 reactions. Task: Predict the reaction yield, written as a fraction of the theoretical maximum amount of product (1.0 means a 100% yield; for example, 0.34 means a 34% yield). (1) The reactants are [Cl:1][C:2]1[CH:7]=[C:6](/[CH:8]=[CH:9]/[CH:10]([C:15]2[CH:20]=[C:19]([Cl:21])[C:18]([Cl:22])=[C:17]([Cl:23])[CH:16]=2)[C:11]([F:14])([F:13])[F:12])[CH:5]=[CH:4][C:3]=1[CH2:24][NH2:25].[CH3:26][N:27]([CH3:31])[C:28](Cl)=[O:29]. The catalyst is C(Cl)Cl. The product is [Cl:1][C:2]1[CH:7]=[C:6](/[CH:8]=[CH:9]/[CH:10]([C:15]2[CH:20]=[C:19]([Cl:21])[C:18]([Cl:22])=[C:17]([Cl:23])[CH:16]=2)[C:11]([F:14])([F:13])[F:12])[CH:5]=[CH:4][C:3]=1[CH2:24][NH:25][C:28](=[O:29])[N:27]([CH3:31])[CH3:26]. The yield is 0.600. (2) The reactants are [CH3:1][N:2]1[C:6]([C:7]2[CH:20]=[C:19]([N+:21]([O-])=O)[CH:18]=[CH:17][C:8]=2[O:9][CH2:10][C:11]2[CH:16]=[CH:15][CH:14]=[CH:13][N:12]=2)=[CH:5][CH:4]=[N:3]1. The catalyst is C1COCC1.[Cl-].[NH4+].[Zn]. The product is [CH3:1][N:2]1[C:6]([C:7]2[CH:20]=[C:19]([NH2:21])[CH:18]=[CH:17][C:8]=2[O:9][CH2:10][C:11]2[CH:16]=[CH:15][CH:14]=[CH:13][N:12]=2)=[CH:5][CH:4]=[N:3]1. The yield is 1.00.